This data is from Peptide-MHC class II binding affinity with 134,281 pairs from IEDB. The task is: Regression. Given a peptide amino acid sequence and an MHC pseudo amino acid sequence, predict their binding affinity value. This is MHC class II binding data. (1) The peptide sequence is LGTCQTLTPMMSSKF. The MHC is DRB3_0202 with pseudo-sequence DRB3_0202. The binding affinity (normalized) is 0.350. (2) The peptide sequence is YTKKEAFNVENGNAT. The MHC is HLA-DQA10301-DQB10302 with pseudo-sequence HLA-DQA10301-DQB10302. The binding affinity (normalized) is 0.166. (3) The peptide sequence is DKKCIEWEKAQHGAC. The MHC is HLA-DQA10501-DQB10201 with pseudo-sequence HLA-DQA10501-DQB10201. The binding affinity (normalized) is 0.214.